Dataset: Full USPTO retrosynthesis dataset with 1.9M reactions from patents (1976-2016). Task: Predict the reactants needed to synthesize the given product. (1) Given the product [ClH:1].[CH3:15][NH:14][CH2:13][C@@H:12]([OH:16])[C@@H:11]([N:2]1[C:10]2[C:5](=[CH:6][CH:7]=[CH:8][CH:9]=2)[C:4]([CH3:23])=[CH:3]1)[C:17]1[CH:22]=[CH:21][CH:20]=[CH:19][CH:18]=1, predict the reactants needed to synthesize it. The reactants are: [ClH:1].[N:2]1([C@@H:11]([C:17]2[CH:22]=[CH:21][CH:20]=[CH:19][CH:18]=2)[C@H:12]([OH:16])[CH2:13][NH:14][CH3:15])[C:10]2[C:5](=[CH:6][CH:7]=[CH:8][CH:9]=2)[CH:4]=[CH:3]1.[CH3:23]C1C2C(=CC=CC=2)N([C@@H](C2C=CC=CC=2)[C@H](O)COS(C2C=CC(C)=CC=2)(=O)=O)C=1.CN. (2) Given the product [CH3:42][O:41][C:38]1[CH:37]=[CH:36][C:35]([NH:34][S:31]([C:26]2[CH:27]=[CH:28][CH:29]=[CH:30][C:25]=2[NH:24][C:13](=[O:15])[C:12]2[CH:11]=[CH:10][C:9]([N+:6]([O-:8])=[O:7])=[CH:17][CH:16]=2)(=[O:33])=[O:32])=[CH:40][CH:39]=1, predict the reactants needed to synthesize it. The reactants are: CN(C)C=O.[N+:6]([C:9]1[CH:17]=[CH:16][C:12]([C:13]([OH:15])=O)=[CH:11][CH:10]=1)([O-:8])=[O:7].C(Cl)(=O)C(Cl)=O.[NH2:24][C:25]1[CH:30]=[CH:29][CH:28]=[CH:27][C:26]=1[S:31]([NH:34][C:35]1[CH:40]=[CH:39][C:38]([O:41][CH3:42])=[CH:37][CH:36]=1)(=[O:33])=[O:32]. (3) Given the product [C:14]1([CH2:13][CH2:12][CH2:11][CH:10]([NH:20][C:21](=[O:34])[CH2:22][CH2:23][CH2:24][CH2:25][NH2:26])[CH2:9][CH2:8][CH2:7][C:1]2[CH:2]=[CH:3][CH:4]=[CH:5][CH:6]=2)[CH:15]=[CH:16][CH:17]=[CH:18][CH:19]=1, predict the reactants needed to synthesize it. The reactants are: [C:1]1([CH2:7][CH2:8][CH2:9][CH:10]([NH:20][C:21](=[O:34])[CH2:22][CH2:23][CH2:24][CH2:25][NH:26]C(OC(C)(C)C)=O)[CH2:11][CH2:12][CH2:13][C:14]2[CH:19]=[CH:18][CH:17]=[CH:16][CH:15]=2)[CH:6]=[CH:5][CH:4]=[CH:3][CH:2]=1.FC(F)(F)C(O)=O. (4) Given the product [OH:17][CH:21]([C:9]1[CH:8]=[CH:7][N:16]=[CH:11][CH:10]=1)[CH2:13][C:12]#[N:14], predict the reactants needed to synthesize it. The reactants are: C([Li])CCC.C[CH2:7][CH2:8][CH2:9][CH2:10][CH3:11].[C:12](#[N:14])[CH3:13].[Cl-].[NH4+:16].[O:17]1[CH2:21]CCC1.